From a dataset of Reaction yield outcomes from USPTO patents with 853,638 reactions. Predict the reaction yield, written as a fraction of the theoretical maximum amount of product (1.0 means a 100% yield; for example, 0.34 means a 34% yield). (1) The reactants are [CH2:1]([N:3]([CH2:6][CH3:7])[CH2:4][CH3:5])[CH3:2].C(O[C:13]1[C:14](=[O:31])[C:15](=[O:30])[C:16]=1[CH:17]=[C:18]1[C:26]([CH3:28])([CH3:27])[C:25]2[C:20](=[CH:21][CH:22]=[CH:23][CH:24]=2)[N:19]1[CH3:29])CCC.[C:32](#[N:36])[CH2:33][C:34]#[N:35]. The catalyst is C(O)C. The product is [CH2:1]([NH+:3]([CH2:6][CH3:7])[CH2:4][CH3:5])[CH3:2].[C:34]([C:33]([C:32]#[N:36])=[C:13]1[C:14](=[O:31])[C:15]([O-:30])=[C:16]1[CH:17]=[C:18]1[C:26]([CH3:27])([CH3:28])[C:25]2[C:20](=[CH:21][CH:22]=[CH:23][CH:24]=2)[N:19]1[CH3:29])#[N:35]. The yield is 0.980. (2) The product is [NH2:1][C:2]1[N:7]=[CH:6][N:5]=[C:4]2[N:8]([CH2:12][C@H:13]3[CH2:17][CH2:16][CH2:15][N:14]3[C:18]([O:20][C:21]([CH3:24])([CH3:23])[CH3:22])=[O:19])[N:9]=[C:10]([C:33]3[CH:32]=[CH:31][C:30]([O:29][C:28]4[CH:45]=[C:46]([F:48])[CH:47]=[C:26]([F:25])[CH:27]=4)=[CH:35][CH:34]=3)[C:3]=12. The yield is 0.810. The catalyst is O. The reactants are [NH2:1][C:2]1[N:7]=[CH:6][N:5]=[C:4]2[N:8]([CH2:12][C@H:13]3[CH2:17][CH2:16][CH2:15][N:14]3[C:18]([O:20][C:21]([CH3:24])([CH3:23])[CH3:22])=[O:19])[N:9]=[C:10](I)[C:3]=12.[F:25][C:26]1[CH:27]=[C:28]([CH:45]=[C:46]([F:48])[CH:47]=1)[O:29][C:30]1[CH:35]=[CH:34][C:33](B2OC(C)(C)C(C)(C)O2)=[CH:32][CH:31]=1.O1CCOCC1.C(=O)([O-])[O-].[Na+].[Na+]. (3) The reactants are [CH3:1][O:2][CH2:3][C:4]1[CH:5]=[C:6]2[CH:12]=[CH:11][NH:10][C:7]2=[N:8][CH:9]=1.[OH-].[Na+].[C:15]1([S:21](Cl)(=[O:23])=[O:22])[CH:20]=[CH:19][CH:18]=[CH:17][CH:16]=1. The catalyst is [Br-].C([N+](CCCC)(CCCC)CCCC)CCC.ClCCl. The product is [C:15]1([S:21]([N:10]2[C:7]3=[N:8][CH:9]=[C:4]([CH2:3][O:2][CH3:1])[CH:5]=[C:6]3[CH:12]=[CH:11]2)(=[O:23])=[O:22])[CH:20]=[CH:19][CH:18]=[CH:17][CH:16]=1. The yield is 0.475. (4) The reactants are [CH2:1]([N:3]([CH2:37][CH3:38])[CH2:4][CH2:5][CH2:6][NH:7][C:8]1[N:9]=[C:10]([C:27]2[C:28]([CH3:36])=[C:29]([CH:33]=[CH:34][CH:35]=2)[C:30](O)=[O:31])[C:11]2[CH:17]=[CH:16][C:15](=[O:18])[N:14]([C:19]3[C:24]([F:25])=[CH:23][CH:22]=[CH:21][C:20]=3[F:26])[C:12]=2[N:13]=1)[CH3:2].CN(C(ON1N=NC2C=CC=CC1=2)=[N+](C)C)C.F[P-](F)(F)(F)(F)F.C(N(CC)CC)C.[F:70][C:71]1[CH:77]=[CH:76][C:74]([NH2:75])=[CH:73][CH:72]=1. The catalyst is CN(C=O)C. The product is [CH2:1]([N:3]([CH2:37][CH3:38])[CH2:4][CH2:5][CH2:6][NH:7][C:8]1[N:9]=[C:10]([C:27]2[C:28]([CH3:36])=[C:29]([CH:33]=[CH:34][CH:35]=2)[C:30]([NH:75][C:74]2[CH:76]=[CH:77][C:71]([F:70])=[CH:72][CH:73]=2)=[O:31])[C:11]2[CH:17]=[CH:16][C:15](=[O:18])[N:14]([C:19]3[C:20]([F:26])=[CH:21][CH:22]=[CH:23][C:24]=3[F:25])[C:12]=2[N:13]=1)[CH3:2]. The yield is 0.460. (5) The reactants are [CH2:1]([O:8][C:9]1[CH:10]=[CH:11][C:12]([C:20](=[O:23])[CH2:21][Br:22])=[C:13]2[C:18]=1[NH:17][C:16](=[O:19])[CH:15]=[CH:14]2)[C:2]1[CH:7]=[CH:6][CH:5]=[CH:4][CH:3]=1.O1CCCC1.B.CO. The catalyst is C1(C)C=CC=CC=1. The product is [CH2:1]([O:8][C:9]1[CH:10]=[CH:11][C:12]([C@@H:20]([OH:23])[CH2:21][Br:22])=[C:13]2[C:18]=1[NH:17][C:16](=[O:19])[CH:15]=[CH:14]2)[C:2]1[CH:3]=[CH:4][CH:5]=[CH:6][CH:7]=1. The yield is 0.810. (6) The product is [CH3:37][N:35]([CH2:34][C:31]1[CH:30]=[CH:29][C:28]([C:24]2[CH:25]=[CH:26][CH:27]=[C:22]([N:12]3[C:13]4[N:20]=[CH:19][C:18]([F:21])=[CH:17][C:14]=4[C:15](=[O:16])[N:10]([C@@H:7]4[CH2:8][CH2:9][C@H:4]([NH:3][C:48](=[O:50])[CH3:49])[CH2:5][CH2:6]4)[C:11]3=[O:38])[CH:23]=2)=[CH:33][CH:32]=1)[CH3:36]. The catalyst is ClCCl. The reactants are Cl.Cl.[NH2:3][C@@H:4]1[CH2:9][CH2:8][C@H:7]([N:10]2[C:15](=[O:16])[C:14]3[CH:17]=[C:18]([F:21])[CH:19]=[N:20][C:13]=3[N:12]([C:22]3[CH:23]=[C:24]([C:28]4[CH:33]=[CH:32][C:31]([CH2:34][N:35]([CH3:37])[CH3:36])=[CH:30][CH:29]=4)[CH:25]=[CH:26][CH:27]=3)[C:11]2=[O:38])[CH2:6][CH2:5]1.C(N(CC)C(C)C)(C)C.[C:48](Cl)(=[O:50])[CH3:49]. The yield is 0.240. (7) The reactants are [S:1]1[CH:5]=[CH:4][CH:3]=[C:2]1[C:6]([OH:8])=O.CCN(C(C)C)C(C)C.[CH3:18][O:19][C:20]1[CH:21]=[C:22]([NH:26][C:27]2[CH:32]=[C:31]([N:33]([CH3:35])[CH3:34])[N:30]=[C:29]([N:36]3[CH2:41][CH2:40][NH:39][CH2:38][CH2:37]3)[N:28]=2)[CH:23]=[CH:24][CH:25]=1.C([O-])(O)=O.[Na+]. The catalyst is CN(C=O)C. The product is [CH3:18][O:19][C:20]1[CH:21]=[C:22]([NH:26][C:27]2[CH:32]=[C:31]([N:33]([CH3:35])[CH3:34])[N:30]=[C:29]([N:36]3[CH2:41][CH2:40][N:39]([C:6]([C:2]4[S:1][CH:5]=[CH:4][CH:3]=4)=[O:8])[CH2:38][CH2:37]3)[N:28]=2)[CH:23]=[CH:24][CH:25]=1. The yield is 0.570. (8) The reactants are [CH2:1]([O:8][C@H:9]1[CH2:13][N:12]([C:14]([O:16][C:17]([CH3:20])([CH3:19])[CH3:18])=[O:15])[C@H:11]([C:21]([O:23]C)=[O:22])[CH2:10]1)[C:2]1[CH:7]=[CH:6][CH:5]=[CH:4][CH:3]=1.[OH-].[Na+]. The catalyst is CO.C1COCC1. The product is [CH2:1]([O:8][C@H:9]1[CH2:13][N:12]([C:14]([O:16][C:17]([CH3:19])([CH3:20])[CH3:18])=[O:15])[C@H:11]([C:21]([OH:23])=[O:22])[CH2:10]1)[C:2]1[CH:7]=[CH:6][CH:5]=[CH:4][CH:3]=1. The yield is 0.760. (9) The reactants are C(=O)([O-])[O-].[Cs+].[Cs+].[Cl:7][C:8]1[C:9]([O:17][CH2:18][C:19]2[CH:24]=[CH:23][CH:22]=[C:21]([C:25]3[CH:34]=[CH:33][C:28]4[O:29][CH2:30][CH2:31][O:32][C:27]=4[CH:26]=3)[C:20]=2[CH3:35])=[CH:10][C:11]([OH:16])=[C:12]([CH:15]=1)[CH:13]=[O:14].Cl[CH2:37][C:38]1[CH:39]=[N:40][CH:41]=[C:42]([CH:45]=1)[C:43]#[N:44].Cl. The catalyst is CN(C)C=O. The product is [Cl:7][C:8]1[C:9]([O:17][CH2:18][C:19]2[CH:24]=[CH:23][CH:22]=[C:21]([C:25]3[CH:34]=[CH:33][C:28]4[O:29][CH2:30][CH2:31][O:32][C:27]=4[CH:26]=3)[C:20]=2[CH3:35])=[CH:10][C:11]([O:16][CH2:37][C:38]2[CH:39]=[N:40][CH:41]=[C:42]([CH:45]=2)[C:43]#[N:44])=[C:12]([CH:13]=[O:14])[CH:15]=1. The yield is 0.720. (10) The reactants are [F:1][C:2]1[CH:25]=[C:24]([N+:26]([O-:28])=[O:27])[CH:23]=[CH:22][C:3]=1[O:4][C:5]1[CH:10]=[CH:9][N:8]=[C:7]2[CH:11]=[C:12]([C:14]3[N:19]=[CH:18][C:17]([CH2:20]O)=[CH:16][CH:15]=3)[S:13][C:6]=12.S(Cl)([Cl:31])=O. No catalyst specified. The product is [Cl:31][CH2:20][C:17]1[CH:16]=[CH:15][C:14]([C:12]2[S:13][C:6]3[C:7](=[N:8][CH:9]=[CH:10][C:5]=3[O:4][C:3]3[CH:22]=[CH:23][C:24]([N+:26]([O-:28])=[O:27])=[CH:25][C:2]=3[F:1])[CH:11]=2)=[N:19][CH:18]=1. The yield is 0.880.